Task: Predict the reaction yield, written as a fraction of the theoretical maximum amount of product (1.0 means a 100% yield; for example, 0.34 means a 34% yield).. Dataset: Reaction yield outcomes from USPTO patents with 853,638 reactions (1) The reactants are [CH3:1][O:2][C:3](=[O:11])[CH2:4][CH2:5][CH2:6][C:7]#[C:8][CH2:9]O.C1(P(C2C=CC=CC=2)C2C=CC=CC=2)C=CC=CC=1.N1C=CN=C1.[I:36]I. The catalyst is ClCCl. The product is [CH3:1][O:2][C:3](=[O:11])[CH2:4][CH2:5][CH2:6][C:7]#[C:8][CH2:9][I:36]. The yield is 0.830. (2) The reactants are [C:1]([O:7][CH2:8][CH3:9])(=[O:6])[CH2:2][C:3]([CH3:5])=O.[Br:10][C:11]1[CH:18]=[CH:17][C:14]([CH:15]=O)=[CH:13][CH:12]=1.[NH4+:19].[OH-:20]. The catalyst is CCO.C(Cl)Cl. The product is [Br:10][C:11]1[CH:18]=[CH:17][C:14]([CH:15]2[C:2]([C:1]([O:7][CH2:8][CH3:9])=[O:6])=[C:3]([CH3:5])[NH:19][C:3]([CH3:5])=[C:2]2[C:1]([O:7][CH2:8][CH3:9])=[O:20])=[CH:13][CH:12]=1. The yield is 0.660. (3) The reactants are [C:1]1([C:11]2[CH:16]=[CH:15][CH:14]=[CH:13][CH:12]=2)[CH:6]=[CH:5][C:4]([CH2:7][C:8]([OH:10])=O)=[CH:3][CH:2]=1.C(N(C(C)C)CC)(C)C.F[P-](F)(F)(F)(F)F.N1C2C=CC=C(O[P+](N3CCCC3)(N3CCCC3)N3CCCC3)C=2N=N1.C1CN([P+](ON2N=NC3C=CC=CC2=3)(N2CCCC2)N2CCCC2)CC1.F[P-](F)(F)(F)(F)F.Cl.[CH2:93]([O:100][C:101]1[CH:102]=[C:103]([CH:106]=[CH:107][CH:108]=1)[CH2:104][NH2:105])[C:94]1[CH:99]=[CH:98][CH:97]=[CH:96][CH:95]=1.Cl. The catalyst is CN(C)C=O.O. The product is [CH2:93]([O:100][C:101]1[CH:102]=[C:103]([CH:106]=[CH:107][CH:108]=1)[CH2:104][NH:105][C:8](=[O:10])[CH2:7][C:4]1[CH:3]=[CH:2][C:1]([C:11]2[CH:16]=[CH:15][CH:14]=[CH:13][CH:12]=2)=[CH:6][CH:5]=1)[C:94]1[CH:95]=[CH:96][CH:97]=[CH:98][CH:99]=1. The yield is 0.620. (4) The reactants are Br[CH:2]1[CH2:8][CH2:7][CH2:6][O:5][C:3]1=O.[OH:9][C:10]1[CH:15]=[CH:14][C:13]([C:16](=[S:18])[NH2:17])=[CH:12][C:11]=1[CH2:19][CH2:20][CH3:21]. The catalyst is C(O)C. The product is [S:18]1[C:2]2[CH2:8][CH2:7][CH2:6][O:5][C:3]=2[N:17]=[C:16]1[C:13]1[CH:14]=[CH:15][C:10]([OH:9])=[C:11]([CH2:19][CH2:20][CH3:21])[CH:12]=1. The yield is 0.580. (5) The reactants are [Br:1][C:2]1[S:3][C:4]([C:7]([OH:9])=O)=[CH:5][N:6]=1.C(N(CC)CC)C.CN(C(ON1N=NC2C=CC=NC1=2)=[N+](C)C)C.F[P-](F)(F)(F)(F)F.[NH2:41][CH:42]1[CH2:47][CH2:46][N:45]([CH2:48][C:49]2[CH:56]=[CH:55][C:52]([C:53]#[N:54])=[CH:51][CH:50]=2)[CH2:44][CH2:43]1. The catalyst is O. The product is [Br:1][C:2]1[S:3][C:4]([C:7]([NH:41][CH:42]2[CH2:47][CH2:46][N:45]([CH2:48][C:49]3[CH:56]=[CH:55][C:52]([C:53]#[N:54])=[CH:51][CH:50]=3)[CH2:44][CH2:43]2)=[O:9])=[CH:5][N:6]=1. The yield is 1.00. (6) The reactants are [F:1][C:2]1[CH:16]=[CH:15][C:5]([CH2:6][NH:7]C(=O)OC(C)(C)C)=[C:4]([C:17](=[O:20])[NH:18][CH3:19])[CH:3]=1.[C:21]([C:25]([OH:27])=[O:26])([F:24])([F:23])[F:22]. The catalyst is C(Cl)Cl. The product is [F:22][C:21]([F:24])([F:23])[C:25]([OH:27])=[O:26].[NH2:7][CH2:6][C:5]1[CH:15]=[CH:16][C:2]([F:1])=[CH:3][C:4]=1[C:17]([NH:18][CH3:19])=[O:20]. The yield is 0.990. (7) The reactants are [N:1]1[CH:6]=[CH:5][CH:4]=[C:3]([C:7]2[S:11][C:10](N)=[N:9][N:8]=2)[CH:2]=1.C(O)(=O)C.[ClH:17].N([O-])=O.[Na+]. The catalyst is O.[Cu]. The product is [Cl:17][C:10]1[S:11][C:7]([C:3]2[CH:2]=[N:1][CH:6]=[CH:5][CH:4]=2)=[N:8][N:9]=1. The yield is 0.720. (8) The reactants are [CH2:1]1[CH2:12][C:11]2[C:6](=[CH:7][CH:8]=[CH:9][CH:10]=2)[C:4](=O)[CH2:3][CH2:2]1.[CH3:13][C@@H:14]1[CH2:19][NH:18][CH2:17][CH2:16][NH:15]1.[BH4-].[Na+].C(Cl)Cl.CO. The catalyst is CO.CC(C)[O-].[Ti+4].CC(C)[O-].CC(C)[O-].CC(C)[O-]. The product is [CH3:13][C@H:14]1[NH:15][CH2:16][CH2:17][N:18]([CH:4]2[C:6]3[CH:7]=[CH:8][CH:9]=[CH:10][C:11]=3[CH2:12][CH2:1][CH2:2][CH2:3]2)[CH2:19]1. The yield is 0.700.